This data is from Reaction yield outcomes from USPTO patents with 853,638 reactions. The task is: Predict the reaction yield, written as a fraction of the theoretical maximum amount of product (1.0 means a 100% yield; for example, 0.34 means a 34% yield). The reactants are [C:1]([O:5][C:6]([N:8]([C:27]([O:29][C:30]([CH3:33])([CH3:32])[CH3:31])=[O:28])[C@H:9]([CH2:20][CH2:21]/[CH:22]=[CH:23]/[N+:24]([O-:26])=[O:25])[C:10]([O:12][CH2:13][C:14]1[CH:19]=[CH:18][CH:17]=[CH:16][CH:15]=1)=[O:11])=[O:7])([CH3:4])([CH3:3])[CH3:2].[F:34][C:35]1[C:40]([F:41])=[CH:39][CH:38]=[CH:37][C:36]=1B(O)O.O.C(=O)(O)[O-].[Na+]. The catalyst is O1CCOCC1.C(Cl)Cl.C([O-])(O)=O.[Na+].C1C=CC(P(C2C=CC3C(=CC=CC=3)C=2C2C3C(=CC=CC=3)C=CC=2P(C2C=CC=CC=2)C2C=CC=CC=2)C2C=CC=CC=2)=CC=1. The product is [C:1]([O:5][C:6]([N:8]([C:27]([O:29][C:30]([CH3:33])([CH3:32])[CH3:31])=[O:28])[C@@H:9]([C:10]([O:12][CH2:13][C:14]1[CH:19]=[CH:18][CH:17]=[CH:16][CH:15]=1)=[O:11])[CH2:20][CH2:21][C@@H:22]([C:39]1[CH:38]=[CH:37][CH:36]=[C:35]([F:34])[C:40]=1[F:41])[CH2:23][N+:24]([O-:26])=[O:25])=[O:7])([CH3:4])([CH3:3])[CH3:2]. The yield is 0.870.